Regression. Given two drug SMILES strings and cell line genomic features, predict the synergy score measuring deviation from expected non-interaction effect. From a dataset of Merck oncology drug combination screen with 23,052 pairs across 39 cell lines. (1) Drug 1: COc1cc(C2c3cc4c(cc3C(OC3OC5COC(C)OC5C(O)C3O)C3COC(=O)C23)OCO4)cc(OC)c1O. Drug 2: CC(C)CC(NC(=O)C(Cc1ccccc1)NC(=O)c1cnccn1)B(O)O. Cell line: NCIH23. Synergy scores: synergy=-11.3. (2) Cell line: ZR751. Drug 2: NC1CCCCC1N.O=C(O)C(=O)O.[Pt+2]. Synergy scores: synergy=-6.54. Drug 1: C=CCn1c(=O)c2cnc(Nc3ccc(N4CCN(C)CC4)cc3)nc2n1-c1cccc(C(C)(C)O)n1.